This data is from Full USPTO retrosynthesis dataset with 1.9M reactions from patents (1976-2016). The task is: Predict the reactants needed to synthesize the given product. (1) Given the product [CH3:18][O:17][C:3]1[CH:4]=[C:5]([B:8]([OH:9])[OH:16])[CH:6]=[CH:7][C:2]=1[O:1][CH2:25][CH2:26][O:29][CH3:30], predict the reactants needed to synthesize it. The reactants are: [OH:1][C:2]1[CH:7]=[CH:6][C:5]([B:8]2[O:16]C(C)(C)C(C)(C)[O:9]2)=[CH:4][C:3]=1[O:17][CH3:18].C([O-])([O-])=O.[Cs+].[Cs+].[CH3:25][C:26]([O:29][CH3:30])(C)C.CCCCCCC. (2) Given the product [CH2:1]([C:4]1[C:12]([N:13]([CH2:20][CH3:21])[CH:14]2[CH2:19][CH2:18][O:17][CH2:16][CH2:15]2)=[CH:11][CH:10]=[CH:9][C:5]=1[C:6]([NH:51][CH2:50][C:42]1[C:43]([O:48][CH3:49])=[N:44][C:45]([CH3:47])=[CH:46][C:41]=1[CH2:40][O:39][CH2:36][CH:37]=[CH2:38])=[O:8])[CH:2]=[CH2:3], predict the reactants needed to synthesize it. The reactants are: [CH2:1]([C:4]1[C:12]([N:13]([CH2:20][CH3:21])[CH:14]2[CH2:19][CH2:18][O:17][CH2:16][CH2:15]2)=[CH:11][CH:10]=[CH:9][C:5]=1[C:6]([OH:8])=O)[CH:2]=[CH2:3].C1C=NC2N(O)N=NC=2C=1.C(Cl)CCl.[CH2:36]([O:39][CH2:40][C:41]1[CH:46]=[C:45]([CH3:47])[N:44]=[C:43]([O:48][CH3:49])[C:42]=1[CH2:50][NH2:51])[CH:37]=[CH2:38].CN1CCOCC1. (3) Given the product [I:17][C:15]1[CH:14]=[CH:13][C:4]([O:5][CH2:6][CH2:7][N:8]2[CH2:9][CH2:10][CH2:11][CH2:12]2)=[C:3]([CH2:1][CH3:2])[CH:16]=1, predict the reactants needed to synthesize it. The reactants are: [CH2:1]([C:3]1[CH:16]=[CH:15][CH:14]=[CH:13][C:4]=1[O:5][CH2:6][CH2:7][N:8]1[CH2:12][CH2:11][CH2:10][CH2:9]1)[CH3:2].[I:17]I. (4) Given the product [NH2:1][C:2]1[CH:7]=[C:6]([O:19][C:11]2[CH:12]=[CH:13][C:14]([N+:16]([O-:18])=[O:17])=[CH:15][C:10]=2[Cl:9])[CH:5]=[CH:4][N:3]=1, predict the reactants needed to synthesize it. The reactants are: [NH2:1][C:2]1[CH:7]=[C:6](Cl)[CH:5]=[CH:4][N:3]=1.[Cl:9][C:10]1[CH:15]=[C:14]([N+:16]([O-:18])=[O:17])[CH:13]=[CH:12][C:11]=1[OH:19].C(N(CC)C(C)C)(C)C. (5) Given the product [CH2:1]([N:5]([C:6]1[CH:7]=[CH:8][C:9]([CH:12]([CH3:13])[CH3:14])=[CH:10][CH:11]=1)[C:28]([NH:27][C:19]1[C:18]([CH:15]([CH3:16])[CH3:17])=[CH:23][CH:22]=[CH:21][C:20]=1[CH:24]([CH3:26])[CH3:25])=[O:29])[CH2:2][CH2:3][CH3:4], predict the reactants needed to synthesize it. The reactants are: [CH2:1]([NH:5][C:6]1[CH:11]=[CH:10][C:9]([CH:12]([CH3:14])[CH3:13])=[CH:8][CH:7]=1)[CH2:2][CH2:3][CH3:4].[CH:15]([C:18]1[CH:23]=[CH:22][CH:21]=[C:20]([CH:24]([CH3:26])[CH3:25])[C:19]=1[N:27]=[C:28]=[O:29])([CH3:17])[CH3:16]. (6) Given the product [NH2:1][C:2]1[C:3]([C:8]([N:13]([CH3:14])[CH3:12])=[O:10])=[N:4][CH:5]=[CH:6][CH:7]=1, predict the reactants needed to synthesize it. The reactants are: [NH2:1][C:2]1[C:3]([C:8]([OH:10])=O)=[N:4][CH:5]=[CH:6][CH:7]=1.Cl.[CH3:12][NH:13][CH3:14].C(Cl)CCl.C1C=CC2N(O)N=NC=2C=1.CCN(C(C)C)C(C)C. (7) Given the product [NH:33]1[C:32]2[C:31](=[C:4]([C:2]3[N:3]=[C:4]([N:21]4[CH2:26][CH2:25][O:24][CH2:23][CH2:22]4)[C:5]4[S:10][C:9]([CH2:11][N:12]5[CH2:17][CH2:16][N:15]([CH2:18][CH2:19][OH:20])[CH2:14][CH2:13]5)=[CH:8][C:6]=4[N:7]=3)[CH:5]=[CH:6][CH:8]=2)[CH:35]=[CH:34]1, predict the reactants needed to synthesize it. The reactants are: Cl[C:2]1[N:3]=[C:4]([N:21]2[CH2:26][CH2:25][O:24][CH2:23][CH2:22]2)[C:5]2[S:10][C:9]([CH2:11][N:12]3[CH2:17][CH2:16][N:15]([CH2:18][CH2:19][OH:20])[CH2:14][CH2:13]3)=[CH:8][C:6]=2[N:7]=1.OCCN1[CH2:35][CH2:34][NH:33][CH2:32][CH2:31]1. (8) Given the product [C:1]([C:3]1[C:4]([N:16]2[CH2:21][CH2:20][CH:19]([C:22]([NH:58][S:55]([CH2:54][C:49]3[CH:50]=[CH:51][C:52]([Cl:53])=[C:47]([Cl:46])[CH:48]=3)(=[O:56])=[O:57])=[O:24])[CH2:18][CH2:17]2)=[N:5][C:6]([CH3:15])=[C:7]([CH:8]=1)[C:9]([O:11][CH:12]([CH3:13])[CH3:14])=[O:10])#[N:2], predict the reactants needed to synthesize it. The reactants are: [C:1]([C:3]1[C:4]([N:16]2[CH2:21][CH2:20][CH:19]([C:22]([OH:24])=O)[CH2:18][CH2:17]2)=[N:5][C:6]([CH3:15])=[C:7]([C:9]([O:11][CH:12]([CH3:14])[CH3:13])=[O:10])[CH:8]=1)#[N:2].CCN=C=NCCCN(C)C.C1C=CC2N(O)N=NC=2C=1.[Cl:46][C:47]1[CH:48]=[C:49]([CH2:54][S:55]([NH2:58])(=[O:57])=[O:56])[CH:50]=[CH:51][C:52]=1[Cl:53].CCN(C(C)C)C(C)C.